Dataset: NCI-60 drug combinations with 297,098 pairs across 59 cell lines. Task: Regression. Given two drug SMILES strings and cell line genomic features, predict the synergy score measuring deviation from expected non-interaction effect. (1) Drug 1: CC1=CC=C(C=C1)C2=CC(=NN2C3=CC=C(C=C3)S(=O)(=O)N)C(F)(F)F. Drug 2: CCC1(CC2CC(C3=C(CCN(C2)C1)C4=CC=CC=C4N3)(C5=C(C=C6C(=C5)C78CCN9C7C(C=CC9)(C(C(C8N6C=O)(C(=O)OC)O)OC(=O)C)CC)OC)C(=O)OC)O.OS(=O)(=O)O. Cell line: RPMI-8226. Synergy scores: CSS=26.1, Synergy_ZIP=1.02, Synergy_Bliss=-0.107, Synergy_Loewe=-65.1, Synergy_HSA=-3.01. (2) Drug 2: CC(C)(C#N)C1=CC(=CC(=C1)CN2C=NC=N2)C(C)(C)C#N. Drug 1: C1=CN(C=N1)CC(O)(P(=O)(O)O)P(=O)(O)O. Synergy scores: CSS=0.0370, Synergy_ZIP=-0.0291, Synergy_Bliss=-0.745, Synergy_Loewe=-4.97, Synergy_HSA=-2.69. Cell line: 786-0. (3) Drug 1: CC(C1=C(C=CC(=C1Cl)F)Cl)OC2=C(N=CC(=C2)C3=CN(N=C3)C4CCNCC4)N. Drug 2: C1CN1P(=S)(N2CC2)N3CC3. Cell line: MOLT-4. Synergy scores: CSS=57.6, Synergy_ZIP=-2.45, Synergy_Bliss=-5.17, Synergy_Loewe=-8.31, Synergy_HSA=-5.28. (4) Drug 1: CCN(CC)CCNC(=O)C1=C(NC(=C1C)C=C2C3=C(C=CC(=C3)F)NC2=O)C. Drug 2: CC(C)(C#N)C1=CC=C(C=C1)N2C3=C4C=C(C=CC4=NC=C3N(C2=O)C)C5=CC6=CC=CC=C6N=C5. Cell line: T-47D. Synergy scores: CSS=56.1, Synergy_ZIP=20.0, Synergy_Bliss=19.0, Synergy_Loewe=2.92, Synergy_HSA=17.4. (5) Drug 1: C1C(C(OC1N2C=NC3=C(N=C(N=C32)Cl)N)CO)O. Drug 2: C1CN(P(=O)(OC1)NCCCl)CCCl. Cell line: HOP-62. Synergy scores: CSS=42.9, Synergy_ZIP=4.14, Synergy_Bliss=1.53, Synergy_Loewe=-63.7, Synergy_HSA=2.40. (6) Drug 1: C1C(C(OC1N2C=NC3=C(N=C(N=C32)Cl)N)CO)O. Drug 2: C1=NC2=C(N=C(N=C2N1C3C(C(C(O3)CO)O)F)Cl)N. Cell line: HCT116. Synergy scores: CSS=63.3, Synergy_ZIP=0.779, Synergy_Bliss=1.35, Synergy_Loewe=-6.46, Synergy_HSA=-1.33.